From a dataset of Forward reaction prediction with 1.9M reactions from USPTO patents (1976-2016). Predict the product of the given reaction. (1) Given the reactants [Cl:1][C:2]1[CH:3]=[CH:4][C:5]([F:27])=[C:6]([S:8]([NH:11][C:12]2[CH:17]=[CH:16][C:15](B3OC(C)(C)C(C)(C)O3)=[CH:14][CH:13]=2)(=[O:10])=[O:9])[CH:7]=1.[C:28](=[N:41][C:42]1[C:50]2[C:45](=[N:46][C:47](Cl)=[N:48][C:49]=2[O:51][CH3:52])[N:44]([CH:54]2[CH2:59][CH2:58][CH2:57][CH2:56][O:55]2)[N:43]=1)([C:35]1[CH:40]=[CH:39][CH:38]=[CH:37][CH:36]=1)[C:29]1[CH:34]=[CH:33][CH:32]=[CH:31][CH:30]=1.C(=O)([O-])[O-].[Cs+].[Cs+].CCCCC(COC(CC(S([O-])(=O)=O)C(OCC(CCCC)CC)=O)=O)CC.[Na+], predict the reaction product. The product is: [C:28](=[N:41][C:42]1[C:50]2[C:45](=[N:46][C:47]([C:15]3[CH:14]=[CH:13][C:12]([NH:11][S:8]([C:6]4[CH:7]=[C:2]([Cl:1])[CH:3]=[CH:4][C:5]=4[F:27])(=[O:9])=[O:10])=[CH:17][CH:16]=3)=[N:48][C:49]=2[O:51][CH3:52])[N:44]([CH:54]2[CH2:59][CH2:58][CH2:57][CH2:56][O:55]2)[N:43]=1)([C:35]1[CH:36]=[CH:37][CH:38]=[CH:39][CH:40]=1)[C:29]1[CH:34]=[CH:33][CH:32]=[CH:31][CH:30]=1. (2) Given the reactants [CH3:1][O:2][C:3]1[CH:8]=[CH:7][CH:6]=[C:5]([NH:9][CH:10]2[CH2:15][CH2:14][N:13]([C:16]([O:18][C:19]([CH3:22])([CH3:21])[CH3:20])=[O:17])[CH2:12][CH2:11]2)[CH:4]=1.Cl[CH2:24][C:25]1[CH:26]=[C:27]([C:31]2[CH:36]=[C:35]([O:37][CH3:38])[C:34]([O:39][CH3:40])=[C:33]([O:41][CH3:42])[CH:32]=2)[CH:28]=[N:29][CH:30]=1, predict the reaction product. The product is: [C:19]([O:18][C:16]([N:13]1[CH2:14][CH2:15][CH:10]([N:9]([C:5]2[CH:6]=[CH:7][CH:8]=[C:3]([O:2][CH3:1])[CH:4]=2)[CH2:24][C:25]2[CH:26]=[C:27]([C:31]3[CH:36]=[C:35]([O:37][CH3:38])[C:34]([O:39][CH3:40])=[C:33]([O:41][CH3:42])[CH:32]=3)[CH:28]=[N:29][CH:30]=2)[CH2:11][CH2:12]1)=[O:17])([CH3:22])([CH3:21])[CH3:20]. (3) The product is: [N:24]1([C:11]2[C:10]3[C:5](=[CH:6][CH:7]=[CH:8][CH:9]=3)[N:4]=[CH:3][C:2]=2[F:1])[C:32]2[CH:31]=[CH:30][N:29]=[CH:28][C:27]=2[CH2:26][CH2:25]1. Given the reactants [F:1][C:2]1[CH:3]=[N:4][C:5]2[C:10]([C:11]=1I)=[CH:9][CH:8]=[CH:7][CH:6]=2.O1CCCC1.C(=O)([O-])[O-].[Cs+].[Cs+].[NH:24]1[C:32]2[C:27](=[CH:28][N:29]=[CH:30][CH:31]=2)[CH2:26][CH2:25]1, predict the reaction product. (4) Given the reactants [Cl:1][C:2]1[CH:3]=[C:4]2[C:10]([C:11]3[N:16]=[C:15]([NH:17][C@H:18]4[CH2:23][CH2:22][CH2:21][CH2:20][C@@H:19]4[NH2:24])[C:14]([F:25])=[CH:13][N:12]=3)=[CH:9][N:8](S(C3C=CC(C)=CC=3)(=O)=O)[C:5]2=[N:6][CH:7]=1.CCN(C(C)C)C(C)C.[C:45](Cl)(=[O:47])[CH3:46].[Li+].[OH-], predict the reaction product. The product is: [Cl:1][C:2]1[CH:3]=[C:4]2[C:10]([C:11]3[N:16]=[C:15]([NH:17][C@H:18]4[CH2:23][CH2:22][CH2:21][CH2:20][C@@H:19]4[NH:24][C:45](=[O:47])[CH3:46])[C:14]([F:25])=[CH:13][N:12]=3)=[CH:9][NH:8][C:5]2=[N:6][CH:7]=1. (5) Given the reactants [Cl:1][C:2]1[S:6][C:5]([C:7]([O:9]C)=[O:8])=[CH:4][C:3]=1[C:11]1[N:15]([CH3:16])[N:14]=[CH:13][CH:12]=1.[OH-].[Na+].Cl, predict the reaction product. The product is: [Cl:1][C:2]1[S:6][C:5]([C:7]([OH:9])=[O:8])=[CH:4][C:3]=1[C:11]1[N:15]([CH3:16])[N:14]=[CH:13][CH:12]=1. (6) The product is: [C:13]([O:12][C:10]([N:17]1[CH2:23][CH2:22][CH2:21][N:20]([C:2]2[C:7]([O:8][CH3:9])=[CH:6][CH:5]=[CH:4][N:3]=2)[CH2:19][CH2:18]1)=[O:11])([CH3:16])([CH3:14])[CH3:15]. Given the reactants I[C:2]1[C:7]([O:8][CH3:9])=[CH:6][CH:5]=[CH:4][N:3]=1.[C:10]([N:17]1[CH2:23][CH2:22][CH2:21][NH:20][CH2:19][CH2:18]1)([O:12][C:13]([CH3:16])([CH3:15])[CH3:14])=[O:11].CC(C)([O-])C.[Na+], predict the reaction product. (7) Given the reactants Cl.[O:2]=[C:3]1[CH2:9][CH2:8][CH2:7][NH:6][CH2:5][CH2:4]1.[OH-].[Na+].[C:12]([O:16][C:17](OC([O-])=O)=[O:18])([CH3:15])([CH3:14])[CH3:13], predict the reaction product. The product is: [C:12]([O:16][C:17]([N:6]1[CH2:7][CH2:8][CH2:9][C:3](=[O:2])[CH2:4][CH2:5]1)=[O:18])([CH3:15])([CH3:14])[CH3:13]. (8) Given the reactants [Cl:1][C:2]1[CH:8]=[CH:7][CH:6]=[C:5]([Cl:9])[C:3]=1[NH2:4].Cl[C:11]1[C:20]2[C:15](=[C:16]([O:23][CH:24]3[CH2:28][CH2:27][CH2:26][CH2:25]3)[C:17]([O:21][CH3:22])=[CH:18][CH:19]=2)[CH:14]=[CH:13][N:12]=1, predict the reaction product. The product is: [CH:24]1([O:23][C:16]2[C:17]([O:21][CH3:22])=[CH:18][CH:19]=[C:20]3[C:15]=2[CH:14]=[CH:13][N:12]=[C:11]3[NH:4][C:3]2[C:2]([Cl:1])=[CH:8][CH:7]=[CH:6][C:5]=2[Cl:9])[CH2:25][CH2:26][CH2:27][CH2:28]1. (9) Given the reactants [NH2:1][CH2:2][C:3]1[CH:16]=[CH:15][C:6]([O:7][C:8]2[CH:13]=[CH:12][C:11]([OH:14])=[CH:10][CH:9]=2)=[CH:5][CH:4]=1.CN1CCOCC1.[C:24](Cl)(=[O:27])[CH2:25][CH3:26], predict the reaction product. The product is: [OH:14][C:11]1[CH:12]=[CH:13][C:8]([O:7][C:6]2[CH:15]=[CH:16][C:3]([CH2:2][NH:1][C:24](=[O:27])[CH2:25][CH3:26])=[CH:4][CH:5]=2)=[CH:9][CH:10]=1. (10) Given the reactants [Br:1][C:2]1[C:10]2[C:9]([O:11][C@H:12]3[CH2:17][CH2:16][CH2:15][C@H:14]([OH:18])[CH2:13]3)=[N:8][CH:7]=[N:6][C:5]=2[O:4][C:3]=1[C:19]1[CH:24]=[CH:23][CH:22]=[CH:21][CH:20]=1.[OH-].[Na+].[C:27]([O:31][C:32](=[O:35])[CH2:33]Br)([CH3:30])([CH3:29])[CH3:28].Cl, predict the reaction product. The product is: [C:27]([O:31][C:32](=[O:35])[CH2:33][O:18][C@H:14]1[CH2:15][CH2:16][CH2:17][C@H:12]([O:11][C:9]2[C:10]3[C:2]([Br:1])=[C:3]([C:19]4[CH:24]=[CH:23][CH:22]=[CH:21][CH:20]=4)[O:4][C:5]=3[N:6]=[CH:7][N:8]=2)[CH2:13]1)([CH3:30])([CH3:29])[CH3:28].